Regression. Given a peptide amino acid sequence and an MHC pseudo amino acid sequence, predict their binding affinity value. This is MHC class I binding data. From a dataset of Peptide-MHC class I binding affinity with 185,985 pairs from IEDB/IMGT. (1) The peptide sequence is LYDAVAALF. The MHC is HLA-C04:01 with pseudo-sequence HLA-C04:01. The binding affinity (normalized) is 0.898. (2) The peptide sequence is RAFLLRHYY. The MHC is HLA-A68:01 with pseudo-sequence HLA-A68:01. The binding affinity (normalized) is 0.542. (3) The peptide sequence is ATGDYVAFV. The MHC is HLA-A02:12 with pseudo-sequence HLA-A02:12. The binding affinity (normalized) is 0.763. (4) The peptide sequence is KYQSPVNIF. The MHC is HLA-A24:02 with pseudo-sequence HLA-A24:02. The binding affinity (normalized) is 1.00. (5) The peptide sequence is RSTLANGWY. The MHC is HLA-A69:01 with pseudo-sequence HLA-A69:01. The binding affinity (normalized) is 0.0847. (6) The peptide sequence is TKDAERGKL. The MHC is HLA-B38:01 with pseudo-sequence HLA-B38:01. The binding affinity (normalized) is 0.265.